This data is from Reaction yield outcomes from USPTO patents with 853,638 reactions. The task is: Predict the reaction yield, written as a fraction of the theoretical maximum amount of product (1.0 means a 100% yield; for example, 0.34 means a 34% yield). The reactants are O[C:2]1([C:15]2[CH:16]=[N:17][CH:18]=[CH:19][CH:20]=2)[CH2:8][CH:7]2[CH2:9][CH:3]1[CH2:4][N:5](C(OCC)=O)[CH2:6]2.S(Cl)(Cl)=O.[OH-].[K+]. The catalyst is C(O)C. The product is [N:17]1[CH:18]=[CH:19][CH:20]=[C:15]([C:2]2[CH:3]3[CH2:9][CH:7]([CH:8]=2)[CH2:6][NH:5][CH2:4]3)[CH:16]=1. The yield is 0.470.